From a dataset of Forward reaction prediction with 1.9M reactions from USPTO patents (1976-2016). Predict the product of the given reaction. (1) Given the reactants [NH2:1][C:2]1[CH:7]=[CH:6][C:5]([CH2:8][C:9]([OH:11])=[O:10])=[CH:4][CH:3]=1.[CH2:12]([O:14][C:15]1[C:24]2[C:19](=[CH:20][C:21]([F:25])=[CH:22][CH:23]=2)[C:18]([O:26][CH2:27][CH3:28])=[C:17]([C:29](O)=[O:30])[C:16]=1[C:32](O)=[O:33])[CH3:13], predict the reaction product. The product is: [CH2:27]([O:26][C:18]1[C:17]2[C:29](=[O:30])[N:1]([C:2]3[CH:3]=[CH:4][C:5]([CH2:8][C:9]([OH:11])=[O:10])=[CH:6][CH:7]=3)[C:32](=[O:33])[C:16]=2[C:15]([O:14][CH2:12][CH3:13])=[C:24]2[CH:23]=[CH:22][C:21]([F:25])=[CH:20][C:19]=12)[CH3:28]. (2) The product is: [C:1]([N:8]1[CH2:12][C@@H:11]([NH2:13])[CH2:10][C@H:9]1[C:16]([N:18]1[CH2:19][CH2:20][N:21]([CH3:24])[CH2:22][CH2:23]1)=[O:17])([O:3][C:4]([CH3:7])([CH3:6])[CH3:5])=[O:2]. Given the reactants [C:1]([N:8]1[CH2:12][C@@H:11]([N:13]=[N+]=[N-])[CH2:10][C@H:9]1[C:16]([N:18]1[CH2:23][CH2:22][N:21]([CH3:24])[CH2:20][CH2:19]1)=[O:17])([O:3][C:4]([CH3:7])([CH3:6])[CH3:5])=[O:2].CP(C)C, predict the reaction product. (3) Given the reactants Cl.[CH3:2][O:3][C:4](=[O:26])[C@@H:5]([NH2:25])[CH2:6][C:7]1[CH:12]=[CH:11][C:10]([C:13]2[C:18]([O:19][CH3:20])=[CH:17][C:16]([C:21]#[N:22])=[CH:15][C:14]=2[O:23][CH3:24])=[CH:9][CH:8]=1.[Br:27][C:28]1[CH:36]=[CH:35][C:34]([O:37][CH2:38][CH3:39])=[CH:33][C:29]=1[C:30](Cl)=[O:31].BrC1C=CC(OCC)=CC=1C(O)=O.C(Cl)(=O)C(Cl)=O, predict the reaction product. The product is: [CH3:2][O:3][C:4](=[O:26])[C@@H:5]([NH:25][C:30]([C:29]1[CH:33]=[C:34]([O:37][CH2:38][CH3:39])[CH:35]=[CH:36][C:28]=1[Br:27])=[O:31])[CH2:6][C:7]1[CH:12]=[CH:11][C:10]([C:13]2[C:18]([O:19][CH3:20])=[CH:17][C:16]([C:21]#[N:22])=[CH:15][C:14]=2[O:23][CH3:24])=[CH:9][CH:8]=1. (4) Given the reactants COC1C=CC(C)=CC=1C(N[C@H]1CCC[C@@H]1NC1C=NC(C(F)(F)F)=CN=1)=O.Cl.[F:30][C:31]([F:46])([F:45])[C:32]1[N:33]=[CH:34][C:35]([NH:38][C@H:39]2[CH2:43][CH2:42][CH2:41][C@@H:40]2[NH2:44])=[N:36][CH:37]=1.[N:47]1([C:52]2[CH:60]=[CH:59][C:58]([C:61]([F:64])([F:63])[F:62])=[CH:57][C:53]=2[C:54](O)=[O:55])[CH:51]=[CH:50][N:49]=[N:48]1, predict the reaction product. The product is: [N:47]1([C:52]2[CH:60]=[CH:59][C:58]([C:61]([F:62])([F:64])[F:63])=[CH:57][C:53]=2[C:54]([NH:44][C@H:40]2[CH2:41][CH2:42][CH2:43][C@@H:39]2[NH:38][C:35]2[CH:34]=[N:33][C:32]([C:31]([F:30])([F:45])[F:46])=[CH:37][N:36]=2)=[O:55])[CH:51]=[CH:50][N:49]=[N:48]1. (5) Given the reactants [NH2:1][C:2]1[N:7]=[CH:6][N:5]=[C:4]2[N:8]([CH:12]([C:14]3[C:15]([O:31][CH3:32])=[C:16]([CH:22]4[CH2:25][N:24]([C@H:26]([CH3:30])[C:27]([OH:29])=O)[CH2:23]4)[C:17]([CH3:21])=[C:18]([Cl:20])[CH:19]=3)[CH3:13])[N:9]=[C:10]([CH3:11])[C:3]=12.F[P-](F)(F)(F)(F)F.N1(O[P+](N(C)C)(N(C)C)[N:51]([CH3:53])[CH3:52])C2C=CC=CC=2N=N1.C(N(CC)CC)C.Cl.CNC, predict the reaction product. The product is: [NH2:1][C:2]1[N:7]=[CH:6][N:5]=[C:4]2[N:8]([CH:12]([C:14]3[C:15]([O:31][CH3:32])=[C:16]([CH:22]4[CH2:25][N:24]([C@H:26]([CH3:30])[C:27]([N:51]([CH3:53])[CH3:52])=[O:29])[CH2:23]4)[C:17]([CH3:21])=[C:18]([Cl:20])[CH:19]=3)[CH3:13])[N:9]=[C:10]([CH3:11])[C:3]=12. (6) The product is: [C:49]([OH:56])(=[O:55])/[CH:50]=[CH:51]/[C:52]([OH:54])=[O:53].[CH:22]1([NH:21][C:20](=[O:28])[C@H:18]([CH3:19])[CH2:17][C@H:16]([OH:29])[C@@H:15]([NH2:14])[CH2:30][N:31]2[CH2:36][C:35](=[O:37])[N:34]([C:38]3[C:43]([F:44])=[CH:42][CH:41]=[CH:40][C:39]=3[F:45])[CH2:33][C:32]2([CH3:46])[CH3:47])[CH2:27][CH2:26][CH2:25][CH2:24][CH2:23]1.[NH2:87][C@@H:68]([CH2:69][N:70]1[CH2:75][C:74](=[O:76])[N:73]([C:77]2[C:78]([F:84])=[CH:79][CH:80]=[CH:81][C:82]=2[F:83])[CH2:72][C:71]1([CH3:85])[CH3:86])[C@@H:67]([OH:88])[CH2:66][C@@H:65]([CH3:89])[C:64]([NH:63][CH:57]1[CH2:58][CH2:59][CH2:60][CH2:61][CH2:62]1)=[O:90]. Given the reactants FC(F)(F)C(O)=O.C(OC(=O)[NH:14][C@@H:15]([CH2:30][N:31]1[CH2:36][C:35](=[O:37])[N:34]([C:38]2[C:43]([F:44])=[CH:42][CH:41]=[CH:40][C:39]=2[F:45])[CH2:33][C:32]1([CH3:47])[CH3:46])[C@@H:16]([OH:29])[CH2:17][C@H:18]([C:20](=[O:28])[NH:21][CH:22]1[CH2:27][CH2:26][CH2:25][CH2:24][CH2:23]1)[CH3:19])(C)(C)C.[C:49]([OH:56])(=[O:55])/[CH:50]=[CH:51]/[C:52]([OH:54])=[O:53].[CH:57]1([NH:63][C:64](=[O:90])[C@H:65]([CH3:89])[CH2:66][C@H:67]([OH:88])[C@@H:68]([NH2:87])[CH2:69][N:70]2[CH2:75][C:74](=[O:76])[N:73]([C:77]3[C:82]([F:83])=[CH:81][CH:80]=[CH:79][C:78]=3[F:84])[CH2:72][C:71]2([CH3:86])[CH3:85])[CH2:62][CH2:61][CH2:60][CH2:59][CH2:58]1, predict the reaction product. (7) The product is: [Br:1][C:2]1[C:3]([CH3:18])=[CH:4][C:5]([O:6][CH2:7][CH2:8][C:9](=[O:10])[CH3:19])=[CH:15][C:16]=1[CH3:17]. Given the reactants [Br:1][C:2]1[C:16]([CH3:17])=[CH:15][C:5]([O:6][CH2:7][CH2:8][C:9](N(OC)C)=[O:10])=[CH:4][C:3]=1[CH3:18].[CH3:19][Mg+].[Br-], predict the reaction product.